Dataset: Full USPTO retrosynthesis dataset with 1.9M reactions from patents (1976-2016). Task: Predict the reactants needed to synthesize the given product. (1) Given the product [I:3][C:4]1[CH:5]=[C:6]([CH2:10][N:11]2[C:15]3[CH:16]([OH:25])[CH2:17][CH2:18][CH2:19][C:14]=3[N:13]=[C:12]2[CH:21]([CH3:23])[CH3:22])[CH:7]=[CH:8][CH:9]=1, predict the reactants needed to synthesize it. The reactants are: [BH4-].[Na+].[I:3][C:4]1[CH:5]=[C:6]([CH2:10][N:11]2[C:15]3[CH2:16][CH2:17][CH2:18][C:19](=O)[C:14]=3[NH:13][CH:12]2[CH:21]([CH3:23])[CH3:22])[CH:7]=[CH:8][CH:9]=1.C[OH:25]. (2) Given the product [O:8]([CH2:9][CH2:10][C:11]1[CH:24]=[N:23][C:14]2[S:15][C:16]3[CH:22]=[CH:21][CH:20]=[CH:19][C:17]=3[N:18]([CH2:27][O:28][CH3:29])[C:13]=2[N:12]=1)[Si:1]([C:4]([CH3:5])([CH3:6])[CH3:7])([CH3:3])[CH3:2], predict the reactants needed to synthesize it. The reactants are: [Si:1]([O:8][CH2:9][CH2:10][C:11]1[CH:24]=[N:23][C:14]2[S:15][C:16]3[CH:22]=[CH:21][CH:20]=[CH:19][C:17]=3[NH:18][C:13]=2[N:12]=1)([C:4]([CH3:7])([CH3:6])[CH3:5])([CH3:3])[CH3:2].[H-].[Na+].[CH3:27][O:28][CH2:29]Cl. (3) Given the product [Cl:1][C:2]1[CH:7]=[CH:6][CH:5]=[CH:4][C:3]=1[N:8]1[CH2:17][CH2:16][C:15]2[C:10](=[CH:11][CH:12]=[C:13]([OH:18])[CH:14]=2)[C:9]1=[O:20], predict the reactants needed to synthesize it. The reactants are: [Cl:1][C:2]1[CH:7]=[CH:6][CH:5]=[CH:4][C:3]=1[N:8]1[CH2:17][CH2:16][C:15]2[C:10](=[CH:11][CH:12]=[C:13]([O:18]C)[CH:14]=2)[C:9]1=[O:20].B(Br)(Br)Br.Cl.